Dataset: Peptide-MHC class II binding affinity with 134,281 pairs from IEDB. Task: Regression. Given a peptide amino acid sequence and an MHC pseudo amino acid sequence, predict their binding affinity value. This is MHC class II binding data. (1) The binding affinity (normalized) is 0.0811. The peptide sequence is SQPATGAATVAAGAA. The MHC is HLA-DQA10501-DQB10201 with pseudo-sequence HLA-DQA10501-DQB10201. (2) The peptide sequence is ANAIFKLTYQNKVVKVQ. The MHC is DRB1_0101 with pseudo-sequence DRB1_0101. The binding affinity (normalized) is 0.729. (3) The peptide sequence is GLVTEFPSTAAAYFR. The MHC is DRB3_0101 with pseudo-sequence DRB3_0101. The binding affinity (normalized) is 0.211.